From a dataset of NCI-60 drug combinations with 297,098 pairs across 59 cell lines. Regression. Given two drug SMILES strings and cell line genomic features, predict the synergy score measuring deviation from expected non-interaction effect. (1) Drug 1: CC1=C2C(C(=O)C3(C(CC4C(C3C(C(C2(C)C)(CC1OC(=O)C(C(C5=CC=CC=C5)NC(=O)OC(C)(C)C)O)O)OC(=O)C6=CC=CC=C6)(CO4)OC(=O)C)OC)C)OC. Drug 2: CN1C2=C(C=C(C=C2)N(CCCl)CCCl)N=C1CCCC(=O)O.Cl. Cell line: U251. Synergy scores: CSS=56.6, Synergy_ZIP=3.10, Synergy_Bliss=6.56, Synergy_Loewe=-7.83, Synergy_HSA=8.43. (2) Drug 1: C1CN(CCN1C(=O)CCBr)C(=O)CCBr. Drug 2: C1CC(=O)NC(=O)C1N2C(=O)C3=CC=CC=C3C2=O. Cell line: HOP-62. Synergy scores: CSS=52.7, Synergy_ZIP=-0.902, Synergy_Bliss=-1.52, Synergy_Loewe=-7.85, Synergy_HSA=-0.627. (3) Drug 1: CCC1=CC2CC(C3=C(CN(C2)C1)C4=CC=CC=C4N3)(C5=C(C=C6C(=C5)C78CCN9C7C(C=CC9)(C(C(C8N6C)(C(=O)OC)O)OC(=O)C)CC)OC)C(=O)OC.C(C(C(=O)O)O)(C(=O)O)O. Drug 2: CCN(CC)CCCC(C)NC1=C2C=C(C=CC2=NC3=C1C=CC(=C3)Cl)OC. Cell line: DU-145. Synergy scores: CSS=59.2, Synergy_ZIP=-5.33, Synergy_Bliss=-0.810, Synergy_Loewe=0.594, Synergy_HSA=-0.0739. (4) Drug 1: C1C(C(OC1N2C=NC3=C(N=C(N=C32)Cl)N)CO)O. Drug 2: C(CC(=O)O)C(=O)CN.Cl. Cell line: UO-31. Synergy scores: CSS=4.74, Synergy_ZIP=-0.238, Synergy_Bliss=-1.25, Synergy_Loewe=-23.3, Synergy_HSA=-3.07. (5) Drug 1: CC1OCC2C(O1)C(C(C(O2)OC3C4COC(=O)C4C(C5=CC6=C(C=C35)OCO6)C7=CC(=C(C(=C7)OC)O)OC)O)O. Drug 2: C(CN)CNCCSP(=O)(O)O. Cell line: RXF 393. Synergy scores: CSS=16.0, Synergy_ZIP=-0.701, Synergy_Bliss=3.51, Synergy_Loewe=-10.1, Synergy_HSA=2.90.